This data is from Catalyst prediction with 721,799 reactions and 888 catalyst types from USPTO. The task is: Predict which catalyst facilitates the given reaction. Reactant: [Cl:1][C:2]1[CH:7]=[CH:6][C:5]([C:8]([OH:10])=O)=[CH:4][N:3]=1.S(Cl)(Cl)=O.[NH2:15][C:16]([CH3:20])([CH3:19])[CH2:17]O.O. Product: [ClH:1].[Cl:1][C:2]1[CH:7]=[CH:6][C:5]([C:8]2[O:10][CH2:17][C:16]([CH3:20])([CH3:19])[N:15]=2)=[CH:4][N:3]=1. The catalyst class is: 96.